This data is from Full USPTO retrosynthesis dataset with 1.9M reactions from patents (1976-2016). The task is: Predict the reactants needed to synthesize the given product. (1) Given the product [C:26]([N:29]1[CH2:34][CH2:33][N:32]([CH2:35][CH2:36][O:24][C:18]2[CH:17]=[C:16]3[C:21]([C:12]([O:11][C:10]4[C:2]([F:1])=[C:3]5[C:7](=[CH:8][CH:9]=4)[NH:6][C:5]([CH3:25])=[CH:4]5)=[N:13][CH:14]=[N:15]3)=[CH:20][C:19]=2[O:22][CH3:23])[CH2:31][CH2:30]1)(=[O:28])[CH3:27], predict the reactants needed to synthesize it. The reactants are: [F:1][C:2]1[C:10]([O:11][C:12]2[C:21]3[C:16](=[CH:17][C:18]([OH:24])=[C:19]([O:22][CH3:23])[CH:20]=3)[N:15]=[CH:14][N:13]=2)=[CH:9][CH:8]=[C:7]2[C:3]=1[CH:4]=[C:5]([CH3:25])[NH:6]2.[C:26]([N:29]1[CH2:34][CH2:33][N:32]([CH2:35][CH2:36]Cl)[CH2:31][CH2:30]1)(=[O:28])[CH3:27].C(=O)([O-])[O-].[K+].[K+].O. (2) Given the product [Cl:1][C:2]1[C:27]([O:28][C@@H:29]([CH3:34])[C:30]([OH:32])=[O:31])=[CH:26][C:5]2[C:6]([C:9]3[C:10]([CH2:23][CH2:24][CH3:25])=[N:11][C:12]([O:15][C:16]4[CH:17]=[CH:18][C:19]([Cl:22])=[CH:20][CH:21]=4)=[CH:13][CH:14]=3)=[N:7][O:8][C:4]=2[CH:3]=1, predict the reactants needed to synthesize it. The reactants are: [Cl:1][C:2]1[C:27]([O:28][C@@H:29]([CH3:34])[C:30]([O:32]C)=[O:31])=[CH:26][C:5]2[C:6]([C:9]3[C:10]([CH2:23][CH2:24][CH3:25])=[N:11][C:12]([O:15][C:16]4[CH:21]=[CH:20][C:19]([Cl:22])=[CH:18][CH:17]=4)=[CH:13][CH:14]=3)=[N:7][O:8][C:4]=2[CH:3]=1.[OH-].[Na+].C(O)(=O)C. (3) Given the product [Cl:16][C:17]1[C:21]([CH2:22][N:23]([S:8]([C:5]2[CH:6]=[CH:7][C:2]([Cl:1])=[C:3]([N+:12]([O-:14])=[O:13])[CH:4]=2)(=[O:10])=[O:9])[CH3:24])=[CH:20][S:19][C:18]=1[C:25]([N:27]1[C:32]2[CH:33]=[CH:34][CH:35]=[CH:36][C:31]=2[O:30][CH2:29][CH2:28]1)=[O:26], predict the reactants needed to synthesize it. The reactants are: [Cl:1][C:2]1[CH:7]=[CH:6][C:5]([S:8](Cl)(=[O:10])=[O:9])=[CH:4][C:3]=1[N+:12]([O-:14])=[O:13].Cl.[Cl:16][C:17]1[C:21]([CH2:22][NH:23][CH3:24])=[CH:20][S:19][C:18]=1[C:25]([N:27]1[C:32]2[CH:33]=[CH:34][CH:35]=[CH:36][C:31]=2[O:30][CH2:29][CH2:28]1)=[O:26].C(N(CC)CC)C. (4) Given the product [C:33]([N:1]([C:2]1[C:11]2[C:6](=[N:7][C:8]([C:19]3[CH:24]=[CH:23][C:22]([Cl:25])=[CH:21][C:20]=3[Cl:26])=[C:9]([C:12]3[CH:13]=[CH:14][C:15]([Cl:18])=[CH:16][CH:17]=3)[CH:10]=2)[N:5]([CH2:27][CH:28]([CH3:29])[CH3:30])[C:4](=[O:31])[C:3]=1[Cl:32])[C:41](=[O:40])[CH3:42])(=[O:35])[CH3:34], predict the reactants needed to synthesize it. The reactants are: [NH2:1][C:2]1[C:11]2[C:6](=[N:7][C:8]([C:19]3[CH:24]=[CH:23][C:22]([Cl:25])=[CH:21][C:20]=3[Cl:26])=[C:9]([C:12]3[CH:17]=[CH:16][C:15]([Cl:18])=[CH:14][CH:13]=3)[CH:10]=2)[N:5]([CH2:27][CH:28]([CH3:30])[CH3:29])[C:4](=[O:31])[C:3]=1[Cl:32].[C:33](OC(=O)C)(=[O:35])[CH3:34].[O:40]1CCO[CH2:42][CH2:41]1. (5) The reactants are: [CH2:1]([N:8]1[CH2:13][CH2:12][CH:11]([NH:14][C:15]2[CH:23]=[C:22]3[C:18]([CH2:19][CH2:20][N:21]3[C:24](=[O:26])[CH3:25])=[CH:17][CH:16]=2)[CH2:10][CH2:9]1)[C:2]1[CH:7]=[CH:6][CH:5]=[CH:4][CH:3]=1.C[O:28][C:29](=O)[CH2:30][P:31]([O:39][CH2:40][C:41]([F:44])([F:43])[F:42])([O:33][CH2:34][C:35]([F:38])([F:37])[F:36])=[O:32]. Given the product [F:38][C:35]([F:36])([F:37])[CH2:34][O:33][P:31]([CH2:30][C:29](=[O:28])[N:14]([C:15]1[CH:23]=[C:22]2[C:18]([CH2:19][CH2:20][N:21]2[C:24](=[O:26])[CH3:25])=[CH:17][CH:16]=1)[CH:11]1[CH2:12][CH2:13][N:8]([CH2:1][C:2]2[CH:3]=[CH:4][CH:5]=[CH:6][CH:7]=2)[CH2:9][CH2:10]1)(=[O:32])[O:39][CH2:40][C:41]([F:42])([F:43])[F:44], predict the reactants needed to synthesize it. (6) Given the product [C:1]([O:27][CH3:28])(=[O:26])[CH2:2][CH2:3][CH2:4][CH2:5][CH2:6][CH2:7][CH2:8][CH2:9][C:10]#[C:11][C:12]#[C:13][CH2:14][CH2:15][CH2:16][CH2:17][CH2:18][CH2:19][CH2:20][CH2:21][CH2:22][CH2:23][CH2:24][CH3:25], predict the reactants needed to synthesize it. The reactants are: [C:1]([OH:27])(=[O:26])[CH2:2][CH2:3][CH2:4][CH2:5][CH2:6][CH2:7][CH2:8][CH2:9][C:10]#[C:11][C:12]#[C:13][CH2:14][CH2:15][CH2:16][CH2:17][CH2:18][CH2:19][CH2:20][CH2:21][CH2:22][CH2:23][CH2:24][CH3:25].[CH3:28]O.